Task: Binary Classification. Given a miRNA mature sequence and a target amino acid sequence, predict their likelihood of interaction.. Dataset: Experimentally validated miRNA-target interactions with 360,000+ pairs, plus equal number of negative samples (1) The miRNA is hsa-miR-2861 with sequence GGGGCCUGGCGGUGGGCGG. The protein sequence of the target gene is MKTLRARFKKTELRLSPTDLGSCPPCGPCPIPKPAARGRRQSQDWGKSDERLLQAVENNDAPRVAALIARKGLVPTKLDPEGKSAFHLAAMRGAASCLEVMIAHGSNVMSADGAGYNALHLAAKYGHPQCLKQLLQASCVVDVVDSSGWTALHHAAAGGCLSCSEVLCSFKAHLNPQDRSGATPLIIAAQMCHTDLCRLLLQQGAAANDQDLQGRTALMLACEGASPETVEVLLQGGAQPGITDALGQDAAHYGALAGDKLILHLLQEAAQRPSPPSALTEDDSGEASSQNSMSSHGKQG.... Result: 1 (interaction). (2) The miRNA is mmu-miR-5104 with sequence CUGUGCUAGUGAGGUGGCUCAGCA. The protein sequence of the target gene is MEQEKKLLVSDSNSFMERESLKSPFTGDTSMNNLETVHHNNSKADKLKEKPSEWSKRHRPQHYKHEDAKEMPLTWVQDEIWCHDSYESDGKSENWGNFIAKEEEKPNHQEWDSGEHTNACVQQNSSFVDRPYKCSECWKSFSNSSHLRTHQRTHSGEKPYKCSECAKCFCNSSHLIQHLRMHTGEKPYQCGECGKSFSNTSHLIIHERTHTGEKPYKCPECGKRFSSSSHLIQHHRSHTGEKPYECSVCGKGFSHSYVLIEHQRTHTGEKPYKCPDCGKSFSQSSSLIRHQRTHTGEKPY.... Result: 0 (no interaction). (3) The miRNA is hsa-miR-489-5p with sequence GGUCGUAUGUGUGACGCCAUUU. The protein sequence of the target gene is MAAKVFESIGKFGLALAVAGGVVNSALYNVDAGHRAVIFDRFRGVQDIVVGEGTHFLIPWVQKPIIFDCRSRPRNVPVITGSKDLQNVNITLRILFRPVASQLPRIFTSIGEDYDERVLPSITTEILKSVVARFDAGELITQRELVSRQVSDDLTERAATFGLILDDVSLTHLTFGKEFTEAVEAKQVAQQEAERARFVVEKAEQQKKAAIISAEGDSKAAELIANSLATAGDGLIELRKLEAAEDIAYQLSRSRNITYLPAGQSVLLQLPQ. Result: 0 (no interaction). (4) The miRNA is hsa-miR-195-5p with sequence UAGCAGCACAGAAAUAUUGGC. The protein sequence of the target gene is MGLLTILKKMKQKERELRLLMLGLDNAGKTTILKKFNGEDIDTISPTLGFNIKTLEHRGFKLNIWDVGGQKSLRSYWRNYFESTDGLIWVVDSADRQRMQDCQRELQSLLVEERLAGATLLIFANKQDLPGALSSNAIREVLELDSIRSHHWCIQGCSAVTGENLLPGIDWLLDDISSRIFTAD. Result: 1 (interaction).